Task: Predict which catalyst facilitates the given reaction.. Dataset: Catalyst prediction with 721,799 reactions and 888 catalyst types from USPTO Reactant: [Cl:1][C:2]1[S:6][C:5]([C:7]([NH:9][CH2:10][C:11]2[N:12]=[N:13][N:14]([C:16]3[CH:21]=[CH:20][C:19]([N:22]([CH3:28])[C:23](=[O:27])OCC)=[CH:18][CH:17]=3)[CH:15]=2)=[O:8])=[CH:4][CH:3]=1.[OH-].[Na+].Cl.ClC1SC(C(NCC2N=NN(C3C=CC(NC)=CC=3)C=2)=O)=CC=1.CCN(C(C)C)C(C)C.[CH3:64][O:65][CH2:66]C(Cl)=O. Product: [Cl:1][C:2]1[S:6][C:5]([C:7]([NH:9][CH2:10][C:11]2[N:12]=[N:13][N:14]([C:16]3[CH:21]=[CH:20][C:19]([N:22]([CH3:28])[C:23](=[O:27])[CH2:64][O:65][CH3:66])=[CH:18][CH:17]=3)[CH:15]=2)=[O:8])=[CH:4][CH:3]=1. The catalyst class is: 376.